From a dataset of Peptide-MHC class I binding affinity with 185,985 pairs from IEDB/IMGT. Regression. Given a peptide amino acid sequence and an MHC pseudo amino acid sequence, predict their binding affinity value. This is MHC class I binding data. (1) The peptide sequence is TMLYNKMEF. The MHC is HLA-A02:03 with pseudo-sequence HLA-A02:03. The binding affinity (normalized) is 0.0847. (2) The binding affinity (normalized) is 0. The MHC is HLA-B27:05 with pseudo-sequence HLA-B27:05. The peptide sequence is AYISSEATTPV. (3) The peptide sequence is YTYDLAEYR. The MHC is HLA-B15:42 with pseudo-sequence HLA-B15:42. The binding affinity (normalized) is 0.213. (4) The peptide sequence is YQVPFVQAF. The MHC is BoLA-JSP.1 with pseudo-sequence BoLA-JSP.1. The binding affinity (normalized) is 0.0641. (5) The peptide sequence is SSPYIEHPL. The MHC is Mamu-A01 with pseudo-sequence Mamu-A01. The binding affinity (normalized) is 0.389. (6) The peptide sequence is ASSASYASPS. The MHC is HLA-B54:01 with pseudo-sequence HLA-B54:01. The binding affinity (normalized) is 0. (7) The peptide sequence is YADGGQWYN. The MHC is HLA-A68:02 with pseudo-sequence HLA-A68:02. The binding affinity (normalized) is 0.0847.